Dataset: Full USPTO retrosynthesis dataset with 1.9M reactions from patents (1976-2016). Task: Predict the reactants needed to synthesize the given product. Given the product [CH:29]1([CH:32]([OH:33])[CH2:34][N:20]2[C:19]3[CH:21]=[CH:22][C:23]([C:25]([OH:27])=[O:26])=[CH:24][C:18]=3[N:17]=[C:16]2[C:12]2[CH:13]=[CH:14][C:15]3[N:3]([CH2:1][CH3:2])[C:4]4[C:9]([C:10]=3[CH:11]=2)=[CH:8][CH:7]=[CH:6][CH:5]=4)[CH2:31][CH2:30]1, predict the reactants needed to synthesize it. The reactants are: [CH2:1]([N:3]1[C:15]2[CH:14]=[CH:13][C:12]([C:16]3[NH:20][C:19]4[CH:21]=[CH:22][C:23]([C:25]([O:27]C)=[O:26])=[CH:24][C:18]=4[N:17]=3)=[CH:11][C:10]=2[C:9]2[C:4]1=[CH:5][CH:6]=[CH:7][CH:8]=2)[CH3:2].[CH:29]1([CH:32]2[CH2:34][O:33]2)[CH2:31][CH2:30]1.